Dataset: Full USPTO retrosynthesis dataset with 1.9M reactions from patents (1976-2016). Task: Predict the reactants needed to synthesize the given product. (1) Given the product [C:1]([O:5][C:6]([NH:8][C@@H:9]1[C:23](=[O:24])[N:22]2[CH2:25][C@H:26]([O:28][C:29]3[N:30]=[C:31]4[C:36](=[C:37]5[C:42]=3[CH:41]=[CH:40][CH:39]=[CH:38]5)[CH:35]=[CH:34][CH:33]=[CH:32]4)[CH2:27][C@H:21]2[C:20](=[O:43])[NH:19][C@:18]2([C:45]([O:47][CH2:48][CH3:49])=[O:46])[CH2:44][C@H:17]2[CH2:16][CH:15]([OH:50])[CH2:14][CH2:13][CH2:12][CH2:11][CH2:10]1)=[O:7])([CH3:4])([CH3:3])[CH3:2], predict the reactants needed to synthesize it. The reactants are: [C:1]([O:5][C:6]([NH:8][C@@H:9]1[C:23](=[O:24])[N:22]2[CH2:25][C@H:26]([O:28][C:29]3[N:30]=[C:31]4[C:36](=[C:37]5[C:42]=3[CH:41]=[CH:40][CH:39]=[CH:38]5)[CH:35]=[CH:34][CH:33]=[CH:32]4)[CH2:27][C@H:21]2[C:20](=[O:43])[NH:19][C@:18]2([C:45]([O:47][CH2:48][CH3:49])=[O:46])[CH2:44][C@H:17]2[CH:16]=[CH:15][CH2:14][CH2:13][CH2:12][CH2:11][CH2:10]1)=[O:7])([CH3:4])([CH3:3])[CH3:2].[O:50]1CCCC1.B.[OH-].[Na+].OO. (2) The reactants are: [O:1]1[CH2:3][CH:2]1[CH2:4][N:5]([CH2:15][CH:16]1[CH2:18][O:17]1)[S:6]([C:9]1[CH:14]=[CH:13][CH:12]=[CH:11][CH:10]=1)(=[O:8])=[O:7].S(=O)(=O)(O)[OH:20].[Cl-].[Na+]. Given the product [OH:17][CH2:18][C@H:16]1[O:20][C@@H:2]([CH2:3][OH:1])[CH2:4][N:5]([S:6]([C:9]2[CH:10]=[CH:11][CH:12]=[CH:13][CH:14]=2)(=[O:7])=[O:8])[CH2:15]1, predict the reactants needed to synthesize it. (3) Given the product [F:1][C:2]([F:7])([F:6])[C:3]([O-:5])=[O:4].[CH3:53][O:49][C:47]1[CH:46]=[C:79]2[C:69](=[CH:60][CH:61]=1)[NH:70][C:71]([CH3:72])=[C:74]2[CH2:9][C:10]([NH:24][C@H:25]([C:34]1[NH2+:35][C:36]([C:39]2[CH:40]=[CH:41][CH:42]=[CH:43][CH:44]=2)=[CH:37][N:38]=1)[CH2:26][CH2:27][CH2:28][CH2:29][CH2:30][C:3](=[O:5])[CH3:2])=[O:12], predict the reactants needed to synthesize it. The reactants are: [F:1][C:2]([F:7])([F:6])[C:3]([O-:5])=[O:4].F[C:9](F)(F)[C:10]([O-:12])=O.C[NH+]1CCCC(C([NH:24][C@H:25]([C:34]2[NH2+:35][C:36]([C:39]3[CH:44]=[CH:43][CH:42]=[CH:41][CH:40]=3)=[CH:37][N:38]=2)[CH2:26][CH2:27][CH2:28][CH2:29][CH2:30]C(=O)C)=O)C1.F[C:46](F)(F)[C:47]([O-:49])=O.F[C:53](F)(F)C([O-])=O.[NH3+][C@H:60]([C:69]1[NH2+:70][C:71]([C:74]2[CH:79]=CC=CC=2)=[CH:72]N=1)[CH2:61]CCCCC(=O)C.CCN(CC)CC.CCN=C=NCCCN(C)C.Cl.C1C=CC2N(O)N=NC=2C=1.COC1C=C2C(=CC=1)NC(C)=C2CC(O)=O. (4) Given the product [F:23][C:6]1[CH:7]=[C:8]([N:10]2[C:18]3[CH2:17][C:16]([CH3:19])([CH3:20])[CH2:15][C:14](=[O:21])[C:13]=3[C:12]([CH3:22])=[N:11]2)[CH:9]=[C:2]([NH:41][CH:38]2[CH2:39][CH2:40][CH:35]([O:34][CH3:33])[CH2:36][CH2:37]2)[C:3]=1[C:4]#[N:5], predict the reactants needed to synthesize it. The reactants are: F[C:2]1[CH:9]=[C:8]([N:10]2[C:18]3[CH2:17][C:16]([CH3:20])([CH3:19])[CH2:15][C:14](=[O:21])[C:13]=3[C:12]([CH3:22])=[N:11]2)[CH:7]=[C:6]([F:23])[C:3]=1[C:4]#[N:5].CCN(C(C)C)C(C)C.[CH3:33][O:34][CH:35]1[CH2:40][CH2:39][CH:38]([NH2:41])[CH2:37][CH2:36]1.O.